From a dataset of Forward reaction prediction with 1.9M reactions from USPTO patents (1976-2016). Predict the product of the given reaction. (1) The product is: [C:13]([N:22]1[CH:26]=[C:25]([B:19]2[O:21][C:9]([CH3:8])([CH3:10])[C:4]([CH3:3])([CH3:5])[O:20]2)[CH:24]=[N:23]1)([O:16][C:4]([CH3:9])([CH3:5])[CH3:3])=[O:14]. Given the reactants BrC1[CH:3]=[C:4]2[C:9](=[CH:10]C=1)[CH:8]=NC=[CH:5]2.O.[C:13]([O-:16])([O-])=[O:14].[Cs+].[Cs+].[BH:19]([OH:21])[OH:20].[NH:22]1[CH:26]=[CH:25][CH:24]=[N:23]1, predict the reaction product. (2) Given the reactants [CH3:1][O:2][C:3]1[CH:8]=[CH:7][C:6]([SH:9])=[CH:5][CH:4]=1.[C:10]([O:14][CH3:15])(=[O:13])[CH:11]=[CH2:12].C(=O)([O-])[O-].[K+].[K+], predict the reaction product. The product is: [CH3:1][O:2][C:3]1[CH:8]=[CH:7][C:6]([S:9][CH2:12][CH2:11][C:10]([O:14][CH3:15])=[O:13])=[CH:5][CH:4]=1. (3) Given the reactants [CH2:1]([C:5]1[N:10]=[C:9]([CH3:11])[N:8]([C:12]2[N:17]=[CH:16][C:15]([OH:18])=[CH:14][N:13]=2)[C:7](=[O:19])[C:6]=1[CH2:20][C:21]1[CH:26]=[C:25]([CH2:27][CH2:28][CH3:29])[C:24]([O:30][Si:31]([C:34]([CH3:37])([CH3:36])[CH3:35])([CH3:33])[CH3:32])=[C:23]([CH2:38][CH2:39][CH3:40])[CH:22]=1)[CH2:2][CH2:3][CH3:4].C(=O)([O-])[O-].[K+].[K+].Br[CH2:48][CH2:49][CH2:50][C:51]([O:53][CH2:54][CH3:55])=[O:52], predict the reaction product. The product is: [CH2:1]([C:5]1[N:10]=[C:9]([CH3:11])[N:8]([C:12]2[N:13]=[CH:14][C:15]([O:18][CH:49]([CH3:48])[CH2:50][C:51]([O:53][CH2:54][CH3:55])=[O:52])=[CH:16][N:17]=2)[C:7](=[O:19])[C:6]=1[CH2:20][C:21]1[CH:26]=[C:25]([CH2:27][CH2:28][CH3:29])[C:24]([O:30][Si:31]([C:34]([CH3:37])([CH3:36])[CH3:35])([CH3:32])[CH3:33])=[C:23]([CH2:38][CH2:39][CH3:40])[CH:22]=1)[CH2:2][CH2:3][CH3:4]. (4) Given the reactants [Si:1]([O:8][CH:9]1[CH2:14][CH2:13][C:12](=[O:15])[CH2:11][CH2:10]1)([C:4]([CH3:7])([CH3:6])[CH3:5])([CH3:3])[CH3:2].[CH3:16][Si]([N-][Si](C)(C)C)(C)C.[Li+].IC, predict the reaction product. The product is: [Si:1]([O:8][CH:9]1[CH2:14][CH2:13][C:12](=[O:15])[CH:11]([CH3:16])[CH2:10]1)([C:4]([CH3:7])([CH3:6])[CH3:5])([CH3:3])[CH3:2]. (5) Given the reactants C(O)(=O)C.[CH3:5][NH:6][NH2:7].[C:8]([CH:11]([C:23]1[CH:28]=[CH:27][C:26]([Cl:29])=[CH:25][C:24]=1[Cl:30])[C:12](=S)[NH:13][C:14]1[CH:19]=[CH:18][C:17]([F:20])=[CH:16][C:15]=1[F:21])(=O)[CH3:9], predict the reaction product. The product is: [Cl:30][C:24]1[CH:25]=[C:26]([Cl:29])[CH:27]=[CH:28][C:23]=1[C:11]1[C:8]([CH3:9])=[N:7][N:6]([CH3:5])[C:12]=1[NH:13][C:14]1[CH:19]=[CH:18][C:17]([F:20])=[CH:16][C:15]=1[F:21].